From a dataset of Merck oncology drug combination screen with 23,052 pairs across 39 cell lines. Regression. Given two drug SMILES strings and cell line genomic features, predict the synergy score measuring deviation from expected non-interaction effect. (1) Drug 1: O=P1(N(CCCl)CCCl)NCCCO1. Cell line: CAOV3. Drug 2: N#Cc1ccc(Cn2cncc2CN2CCN(c3cccc(Cl)c3)C(=O)C2)cc1. Synergy scores: synergy=1.21. (2) Drug 1: CCC1(O)CC2CN(CCc3c([nH]c4ccccc34)C(C(=O)OC)(c3cc4c(cc3OC)N(C)C3C(O)(C(=O)OC)C(OC(C)=O)C5(CC)C=CCN6CCC43C65)C2)C1. Drug 2: CC(C)CC(NC(=O)C(Cc1ccccc1)NC(=O)c1cnccn1)B(O)O. Cell line: NCIH1650. Synergy scores: synergy=-40.1. (3) Drug 1: CCC1(O)CC2CN(CCc3c([nH]c4ccccc34)C(C(=O)OC)(c3cc4c(cc3OC)N(C)C3C(O)(C(=O)OC)C(OC(C)=O)C5(CC)C=CCN6CCC43C65)C2)C1. Drug 2: C#Cc1cccc(Nc2ncnc3cc(OCCOC)c(OCCOC)cc23)c1. Cell line: VCAP. Synergy scores: synergy=115. (4) Drug 1: CN(Cc1cnc2nc(N)nc(N)c2n1)c1ccc(C(=O)NC(CCC(=O)O)C(=O)O)cc1. Drug 2: CS(=O)(=O)CCNCc1ccc(-c2ccc3ncnc(Nc4ccc(OCc5cccc(F)c5)c(Cl)c4)c3c2)o1. Cell line: A427. Synergy scores: synergy=7.17. (5) Drug 1: C#Cc1cccc(Nc2ncnc3cc(OCCOC)c(OCCOC)cc23)c1. Drug 2: Cn1cc(-c2cnn3c(N)c(Br)c(C4CCCNC4)nc23)cn1. Cell line: SW620. Synergy scores: synergy=1.99. (6) Drug 1: CN(Cc1cnc2nc(N)nc(N)c2n1)c1ccc(C(=O)NC(CCC(=O)O)C(=O)O)cc1. Drug 2: N#Cc1ccc(Cn2cncc2CN2CCN(c3cccc(Cl)c3)C(=O)C2)cc1. Cell line: OV90. Synergy scores: synergy=2.10. (7) Drug 1: CC(=O)OC1C(=O)C2(C)C(O)CC3OCC3(OC(C)=O)C2C(OC(=O)c2ccccc2)C2(O)CC(OC(=O)C(O)C(NC(=O)c3ccccc3)c3ccccc3)C(C)=C1C2(C)C. Drug 2: Cc1nc(Nc2ncc(C(=O)Nc3c(C)cccc3Cl)s2)cc(N2CCN(CCO)CC2)n1. Cell line: HT144. Synergy scores: synergy=-1.91. (8) Drug 1: O=S1(=O)NC2(CN1CC(F)(F)F)C1CCC2Cc2cc(C=CCN3CCC(C(F)(F)F)CC3)ccc2C1. Drug 2: CCc1c2c(nc3ccc(O)cc13)-c1cc3c(c(=O)n1C2)COC(=O)C3(O)CC. Cell line: CAOV3. Synergy scores: synergy=20.0. (9) Drug 1: CCC1=CC2CN(C1)Cc1c([nH]c3ccccc13)C(C(=O)OC)(c1cc3c(cc1OC)N(C)C1C(O)(C(=O)OC)C(OC(C)=O)C4(CC)C=CCN5CCC31C54)C2. Drug 2: CCc1cnn2c(NCc3ccc[n+]([O-])c3)cc(N3CCCCC3CCO)nc12. Cell line: NCIH1650. Synergy scores: synergy=-4.69.